This data is from Forward reaction prediction with 1.9M reactions from USPTO patents (1976-2016). The task is: Predict the product of the given reaction. (1) Given the reactants [Cl:1][C:2]1[CH:11]=[C:10]2[C:5]([CH:6]=[C:7]([C:25]#[N:26])[N:8]=[C:9]2[NH:12][C@H:13]2[CH2:17][CH2:16][N:15]([C:18]([O:20][C:21]([CH3:24])([CH3:23])[CH3:22])=[O:19])[CH2:14]2)=[CH:4][CH:3]=1.[NH2:27][NH2:28].O, predict the reaction product. The product is: [Cl:1][C:2]1[CH:11]=[C:10]2[C:5]([CH:6]=[C:7]([C:25]([NH:27][NH2:28])=[NH:26])[N:8]=[C:9]2[NH:12][C@H:13]2[CH2:17][CH2:16][N:15]([C:18]([O:20][C:21]([CH3:23])([CH3:22])[CH3:24])=[O:19])[CH2:14]2)=[CH:4][CH:3]=1. (2) The product is: [F:11][C:8]1[CH:7]=[C:3]2[C:2](=[CH:10][CH:9]=1)[N:1]=[C:13]([C:17]1[CH:18]=[CH:19][C:20]([C:23]3([OH:28])[CH2:27][CH2:26][CH2:25][CH2:24]3)=[CH:21][CH:22]=1)[NH:6][C:4]2=[O:5]. Given the reactants [NH2:1][C:2]1[CH:10]=[CH:9][C:8]([F:11])=[CH:7][C:3]=1[C:4]([NH2:6])=[O:5].O1CCO[CH:13]1[C:17]1[CH:22]=[CH:21][C:20]([C:23]2([OH:28])[CH2:27][CH2:26][CH2:25][CH2:24]2)=[CH:19][CH:18]=1.S(OS([O-])=O)([O-])=O.[Na+].[Na+], predict the reaction product.